This data is from Full USPTO retrosynthesis dataset with 1.9M reactions from patents (1976-2016). The task is: Predict the reactants needed to synthesize the given product. Given the product [CH3:24][C:23]([C:20]1[CH:21]=[CH:22][C:17]([C:14]([O:13][CH:7]=[CH2:8])([CH3:16])[CH3:15])=[CH:18][CH:19]=1)([O:25][CH:26]=[CH2:27])[CH3:28], predict the reactants needed to synthesize it. The reactants are: C(=O)([O-])[O-].[Na+].[Na+].[C:7](OC=C)(=O)[CH3:8].[OH:13][C:14]([C:17]1[CH:22]=[CH:21][C:20]([C:23]([CH3:28])([O:25][CH:26]=[CH2:27])[CH3:24])=[CH:19][CH:18]=1)([CH3:16])[CH3:15].